Predict the reactants needed to synthesize the given product. From a dataset of Retrosynthesis with 50K atom-mapped reactions and 10 reaction types from USPTO. (1) Given the product O=C(O)c1cncc(-c2ccc(C(=O)C(F)(F)F)s2)c1, predict the reactants needed to synthesize it. The reactants are: O=C(O)c1cncc(B(O)O)c1.O=C(c1ccc(Br)s1)C(F)(F)F. (2) The reactants are: CN(C)C1(Cc2ccccc2)CCC(=O)CC1.NCc1ccccc1. Given the product CN(C)C1(Cc2ccccc2)CCC(NCc2ccccc2)CC1, predict the reactants needed to synthesize it. (3) The reactants are: O=Cc1cnccc1Br. Given the product OCc1cnccc1Br, predict the reactants needed to synthesize it. (4) Given the product CC(C)(C)OC(=O)N1CCc2cc(C(=O)Nc3cnn(Cc4cccc5ccccc45)c3)ccc2C1, predict the reactants needed to synthesize it. The reactants are: CC(C)(C)OC(=O)N1CCc2cc(C(=O)O)ccc2C1.Nc1cnn(Cc2cccc3ccccc23)c1. (5) Given the product CCCC(NC(=O)Cc1ccc(C(=O)OC)cc1OC)c1ccccc1N1CCCCC1, predict the reactants needed to synthesize it. The reactants are: CCCC(N)c1ccccc1N1CCCCC1.COC(=O)c1ccc(CC(=O)O)c(OC)c1. (6) The reactants are: CC(C)(C)OC(=O)c1c(-c2cccc(N)c2)cc(-c2ccccc2O)nc1N.O=C1CCC(C(=O)Cl)O1. Given the product CC(C)(C)OC(=O)c1c(-c2cccc(NC(=O)C3CCC(=O)O3)c2)cc(-c2ccccc2O)nc1N, predict the reactants needed to synthesize it. (7) Given the product Cc1cc(C=O)cc(C)c1OCCBr, predict the reactants needed to synthesize it. The reactants are: BrCCBr.Cc1cc(C=O)cc(C)c1O. (8) Given the product Cc1nc(CC2CCN(c3ccc(-c4ccc(CO)cc4)cc3)CC2)nc(C(=O)OC(C)(C)C)c1OCc1ccccc1, predict the reactants needed to synthesize it. The reactants are: Cc1nc(CC2CCN(c3ccc(-c4ccc(CO[Si](C)(C)C(C)(C)C)cc4)cc3)CC2)nc(C(=O)OC(C)(C)C)c1OCc1ccccc1. (9) Given the product NCCCCN1CCN(c2ncc(-c3ccccc3)cn2)CC1, predict the reactants needed to synthesize it. The reactants are: O=C1c2ccccc2C(=O)N1CCCCN1CCN(c2ncc(-c3ccccc3)cn2)CC1. (10) Given the product CCC(Nc1cc(C)nc(Oc2c(C)cc(C)cc2C)c1C(=O)OC)C(C)O, predict the reactants needed to synthesize it. The reactants are: CCC(N)C(C)O.COC(=O)c1c(Cl)cc(C)nc1Oc1c(C)cc(C)cc1C.